Task: Predict the reactants needed to synthesize the given product.. Dataset: Full USPTO retrosynthesis dataset with 1.9M reactions from patents (1976-2016) (1) Given the product [NH:25]1[CH2:26][CH2:27][CH2:28][CH:22]([CH2:21][N:17]2[C:18]3[C:14](=[CH:13][C:12]([C:10]4[CH:9]=[N:8][N:7]([CH:2]5[CH2:3][CH2:4][CH2:5][CH2:6][O:1]5)[CH:11]=4)=[CH:20][CH:19]=3)[CH:15]=[CH:16]2)[CH2:23][CH2:24]1, predict the reactants needed to synthesize it. The reactants are: [O:1]1[CH2:6][CH2:5][CH2:4][CH2:3][CH:2]1[N:7]1[CH:11]=[C:10]([C:12]2[CH:13]=[C:14]3[C:18](=[CH:19][CH:20]=2)[N:17]([CH2:21][CH:22]2[CH2:28][CH2:27][CH2:26][N:25](C(OCC4C=CC=CC=4)=O)[CH2:24][CH2:23]2)[CH:16]=[CH:15]3)[CH:9]=[N:8]1.[H][H].CO.ClCCl. (2) Given the product [Cl:17][C:11]1[C:10]([CH3:18])=[C:9]([C:6]2[CH:7]=[CH:8][N:4]([CH2:3][C@@H:2]([NH:1][C:27]([C:25]3[N:26]=[C:22]([C:21]([F:31])([F:20])[F:30])[S:23][CH:24]=3)=[O:28])[CH3:19])[N:5]=2)[CH:16]=[CH:15][C:12]=1[C:13]#[N:14], predict the reactants needed to synthesize it. The reactants are: [NH2:1][C@@H:2]([CH3:19])[CH2:3][N:4]1[CH:8]=[CH:7][C:6]([C:9]2[CH:16]=[CH:15][C:12]([C:13]#[N:14])=[C:11]([Cl:17])[C:10]=2[CH3:18])=[N:5]1.[F:20][C:21]([F:31])([F:30])[C:22]1[S:23][CH:24]=[C:25]([C:27](O)=[O:28])[N:26]=1. (3) The reactants are: [N:1]1([CH2:6][C:7]2[CH:23]=[CH:22][C:10]([CH2:11][N:12]3[CH:20]=[C:19]4[C:14]([N:15]=[CH:16][N:17]=[C:18]4Cl)=[N:13]3)=[CH:9][CH:8]=2)[CH:5]=[CH:4][CH:3]=[N:2]1.[CH3:24][O:25][C:26]1[CH:31]=[CH:30][C:29]([O:32][CH3:33])=[CH:28][C:27]=1[CH2:34][NH2:35]. Given the product [N:1]1([CH2:6][C:7]2[CH:23]=[CH:22][C:10]([CH2:11][N:12]3[CH:20]=[C:19]4[C:14]([N:15]=[CH:16][N:17]=[C:18]4[NH:35][CH2:34][C:27]4[CH:28]=[C:29]([O:32][CH3:33])[CH:30]=[CH:31][C:26]=4[O:25][CH3:24])=[N:13]3)=[CH:9][CH:8]=2)[CH:5]=[CH:4][CH:3]=[N:2]1, predict the reactants needed to synthesize it. (4) Given the product [CH:1]([O:4][C:5]1[CH:13]=[CH:12][C:11]([S:14]([CH3:17])(=[O:16])=[O:15])=[CH:10][C:6]=1[C:7]([N:31]1[CH2:32][CH2:33][N:28]([C:26]2[S:27][C:23]3[CH:22]=[C:21]([N+:18]([O-:20])=[O:19])[CH:35]=[CH:34][C:24]=3[N:25]=2)[CH2:29][CH2:30]1)=[O:9])([CH3:2])[CH3:3], predict the reactants needed to synthesize it. The reactants are: [CH:1]([O:4][C:5]1[CH:13]=[CH:12][C:11]([S:14]([CH3:17])(=[O:16])=[O:15])=[CH:10][C:6]=1[C:7]([OH:9])=O)([CH3:3])[CH3:2].[N+:18]([C:21]1[CH:35]=[CH:34][C:24]2[N:25]=[C:26]([N:28]3[CH2:33][CH2:32][NH:31][CH2:30][CH2:29]3)[S:27][C:23]=2[CH:22]=1)([O-:20])=[O:19].